This data is from Full USPTO retrosynthesis dataset with 1.9M reactions from patents (1976-2016). The task is: Predict the reactants needed to synthesize the given product. (1) Given the product [CH2:1]([O:4][C:5](=[O:41])[C@@H:6]([NH:33][C:34]([O:36][C:37]([CH3:40])([CH3:39])[CH3:38])=[O:35])[CH2:7][C:8]1[CH:9]=[CH:10][C:11]([O:12][C:13]([NH:15][CH2:16][CH2:17][CH2:18][C@@H:19]([C:28]([NH:64][C@H:63]([C:65]([NH2:67])=[O:66])[CH2:62][S:61][C:42]([C:49]2[CH:54]=[CH:53][CH:52]=[CH:51][CH:50]=2)([C:55]2[CH:56]=[CH:57][CH:58]=[CH:59][CH:60]=2)[C:43]2[CH:44]=[CH:45][CH:46]=[CH:47][CH:48]=2)=[O:29])[NH:20][C:21]([O:23][C:24]([CH3:27])([CH3:26])[CH3:25])=[O:22])=[O:14])=[CH:31][CH:32]=1)[CH:2]=[CH2:3], predict the reactants needed to synthesize it. The reactants are: [CH2:1]([O:4][C:5](=[O:41])[C@@H:6]([NH:33][C:34]([O:36][C:37]([CH3:40])([CH3:39])[CH3:38])=[O:35])[CH2:7][C:8]1[CH:32]=[CH:31][C:11]([O:12][C:13]([NH:15][CH2:16][CH2:17][CH2:18][C@@H:19]([C:28](O)=[O:29])[NH:20][C:21]([O:23][C:24]([CH3:27])([CH3:26])[CH3:25])=[O:22])=[O:14])=[CH:10][CH:9]=1)[CH:2]=[CH2:3].[C:42]([S:61][CH2:62][C@@H:63]([C:65]([NH2:67])=[O:66])[NH2:64])([C:55]1[CH:60]=[CH:59][CH:58]=[CH:57][CH:56]=1)([C:49]1[CH:54]=[CH:53][CH:52]=[CH:51][CH:50]=1)[C:43]1[CH:48]=[CH:47][CH:46]=[CH:45][CH:44]=1.C(N(CC)C(C)C)(C)C.CN(C(ON1N=NC2C=CC=NC1=2)=[N+](C)C)C.F[P-](F)(F)(F)(F)F. (2) Given the product [CH3:7][C:6]([O:9][CH3:10])=[O:8].[NH2:1][CH2:2][CH2:3][CH2:4][NH2:5], predict the reactants needed to synthesize it. The reactants are: [NH2:1][CH2:2][CH2:3][CH2:4][NH2:5].[C:6]([O:9][CH3:10])(=[O:8])[CH3:7].